Dataset: Catalyst prediction with 721,799 reactions and 888 catalyst types from USPTO. Task: Predict which catalyst facilitates the given reaction. (1) Reactant: Br[C:2]1[N:11]=[CH:10][CH:9]=[CH:8][C:3]=1[C:4]([O:6][CH3:7])=[O:5].[Cl:12][C:13]1[CH:18]=[CH:17][CH:16]=[C:15](B2OC(C)(C)C(C)(C)O2)[N:14]=1.C([O-])([O-])=O.[K+].[K+].O. Product: [Cl:12][C:13]1[N:14]=[C:15]([C:2]2[C:3]([C:4]([O:6][CH3:7])=[O:5])=[CH:8][CH:9]=[CH:10][N:11]=2)[CH:16]=[CH:17][CH:18]=1. The catalyst class is: 184. (2) Reactant: [F:1][C:2]([F:11])([F:10])[C:3]1[CH:4]=[C:5]([CH:7]=[CH:8][CH:9]=1)[NH2:6].[CH:12](=O)/[CH:13]=[CH:14]/[CH3:15].C(OCC)(=O)C. Product: [CH3:15][C:14]1[CH:13]=[CH:12][C:7]2[C:5](=[CH:4][C:3]([C:2]([F:10])([F:11])[F:1])=[CH:9][CH:8]=2)[N:6]=1. The catalyst class is: 126. (3) Reactant: [Cl:1][C:2]1[CH:7]=[CH:6][C:5]([C:8]2([C:11]3[CH:16]=[CH:15][C:14]([I:17])=[CH:13][CH:12]=3)[CH2:10][O:9]2)=[CH:4][CH:3]=1.[CH2:18]([CH2:20][NH2:21])[OH:19].C(N(CC)CC)C. Product: [Cl:1][C:2]1[CH:7]=[CH:6][C:5]([C:8]([C:11]2[CH:16]=[CH:15][C:14]([I:17])=[CH:13][CH:12]=2)([OH:9])[CH2:10][NH:21][CH2:20][CH2:18][OH:19])=[CH:4][CH:3]=1. The catalyst class is: 32. (4) Reactant: Cl.[CH3:2][CH:3]([O:5][C:6]1[CH:13]=[CH:12][C:11]([C:14]2[O:18][N:17]=[C:16]([C:19]3[C:20]([CH3:29])=[C:21]4[C:26](=[CH:27][CH:28]=3)[CH2:25][NH:24][CH2:23][CH2:22]4)[N:15]=2)=[CH:10][C:7]=1[C:8]#[N:9])[CH3:4].[CH3:30][C:31]1([CH3:38])[O:36][CH2:35][C:34](=O)[CH2:33][O:32]1.C(O[BH-](OC(=O)C)OC(=O)C)(=O)C.[Na+].C(=O)([O-])[O-].[Na+].[Na+]. Product: [CH3:30][C:31]1([CH3:38])[O:36][CH2:35][CH:34]([N:24]2[CH2:23][CH2:22][C:21]3[C:26](=[CH:27][CH:28]=[C:19]([C:16]4[N:15]=[C:14]([C:11]5[CH:12]=[CH:13][C:6]([O:5][CH:3]([CH3:2])[CH3:4])=[C:7]([CH:10]=5)[C:8]#[N:9])[O:18][N:17]=4)[C:20]=3[CH3:29])[CH2:25]2)[CH2:33][O:32]1. The catalyst class is: 2. (5) Reactant: [CH2:1]([O:3][CH2:4][C:5]1[N:6]([NH2:18])[C:7]2[C:16]3[CH:15]=[CH:14][CH:13]=[CH:12][C:11]=3[N:10]=[CH:9][C:8]=2[N:17]=1)[CH3:2].[C:19]1(=O)[CH2:24][CH2:23][CH2:22][CH2:21][CH2:20]1.C(O)(=O)C.C(O[BH-](OC(=O)C)OC(=O)C)(=O)C.[Na+].NN.[BH4-].[Na+]. Product: [CH:19]1([NH:18][N:6]2[C:7]3[C:16]4[CH:15]=[CH:14][CH:13]=[CH:12][C:11]=4[N:10]=[CH:9][C:8]=3[N:17]=[C:5]2[CH2:4][O:3][CH2:1][CH3:2])[CH2:24][CH2:23][CH2:22][CH2:21][CH2:20]1. The catalyst class is: 5. (6) Reactant: [N+:1]([C:4]1[CH:16]=[CH:15][CH:14]=[CH:13][C:5]=1[C:6]([NH:8][CH2:9][C:10](=O)[CH3:11])=O)([O-:3])=[O:2].P12(SP3(SP(SP(S3)(S1)=S)(=S)S2)=S)=[S:18].O.[OH-].[Na+]. Product: [CH3:11][C:10]1[S:18][C:6]([C:5]2[CH:13]=[CH:14][CH:15]=[CH:16][C:4]=2[N+:1]([O-:3])=[O:2])=[N:8][CH:9]=1. The catalyst class is: 11.